Dataset: Forward reaction prediction with 1.9M reactions from USPTO patents (1976-2016). Task: Predict the product of the given reaction. (1) The product is: [Cl:27][C:26]1[C:21]([CH2:19][C:17]2[S:16][C:4]3[N:5]=[C:6]([C:8]4[O:9][C:10]([CH:13]([F:15])[F:14])=[CH:11][CH:12]=4)[N:7]=[C:2]([NH2:1])[C:3]=3[CH:18]=2)=[N:22][CH:23]=[CH:24][CH:25]=1. Given the reactants [NH2:1][C:2]1[C:3]2[CH:18]=[C:17]([CH:19]([C:21]3[C:26]([Cl:27])=[CH:25][CH:24]=[CH:23][N:22]=3)O)[S:16][C:4]=2[N:5]=[C:6]([C:8]2[O:9][C:10]([CH:13]([F:15])[F:14])=[CH:11][CH:12]=2)[N:7]=1.[SiH](CC)(CC)CC.C(O)(C(F)(F)F)=O, predict the reaction product. (2) Given the reactants [OH:1][C@H:2]1[CH2:6][CH2:5][NH:4][CH2:3]1.[CH:7](=O)[C:8]1[CH:13]=[CH:12][CH:11]=[CH:10][CH:9]=1.C(O[BH-](OC(=O)C)OC(=O)C)(=O)C.[Na+], predict the reaction product. The product is: [CH2:7]([N:4]1[CH2:5][CH2:6][C@H:2]([OH:1])[CH2:3]1)[C:8]1[CH:13]=[CH:12][CH:11]=[CH:10][CH:9]=1. (3) Given the reactants Br[C:2]1[CH:7]=[CH:6][C:5]2[C:8]3[CH2:9][N:10]([C:15]([O:17][C:18]([CH3:21])([CH3:20])[CH3:19])=[O:16])[CH2:11][CH2:12][C:13]=3[O:14][C:4]=2[CH:3]=1.[Cl:22][C:23]1[CH:24]=[C:25]([S:29]([O-:31])=[O:30])[CH:26]=[CH:27][CH:28]=1.[Na+], predict the reaction product. The product is: [Cl:22][C:23]1[CH:24]=[C:25]([S:29]([C:2]2[CH:7]=[CH:6][C:5]3[C:8]4[CH2:9][N:10]([C:15]([O:17][C:18]([CH3:21])([CH3:20])[CH3:19])=[O:16])[CH2:11][CH2:12][C:13]=4[O:14][C:4]=3[CH:3]=2)(=[O:31])=[O:30])[CH:26]=[CH:27][CH:28]=1. (4) Given the reactants [CH2:1]([O:3][C:4](=[O:11])[C:5]([CH3:10])([CH3:9])[C:6]([OH:8])=O)[CH3:2].CN(C=O)C.[NH:17]1[CH2:21][CH2:20][CH2:19][CH2:18]1, predict the reaction product. The product is: [CH3:9][C:5]([CH3:10])([C:6](=[O:8])[N:17]1[CH2:21][CH2:20][CH2:19][CH2:18]1)[C:4]([O:3][CH2:1][CH3:2])=[O:11]. (5) Given the reactants [Cl:1][C:2]1[N:10]=[C:9]2[C:5]([NH:6][CH:7]=[N:8]2)=[C:4]([Cl:11])[N:3]=1.[H-].[Na+].Cl[CH2:15][O:16][CH2:17][CH2:18][Si:19]([CH3:22])([CH3:21])[CH3:20], predict the reaction product. The product is: [Cl:1][C:2]1[N:10]=[C:9]2[C:5]([N:6]=[CH:7][N:8]2[CH2:15][O:16][CH2:17][CH2:18][Si:19]([CH3:22])([CH3:21])[CH3:20])=[C:4]([Cl:11])[N:3]=1.